From a dataset of Reaction yield outcomes from USPTO patents with 853,638 reactions. Predict the reaction yield, written as a fraction of the theoretical maximum amount of product (1.0 means a 100% yield; for example, 0.34 means a 34% yield). (1) The reactants are [C:1]([NH:4][C:5]1[C:13]([N+:14]([O-:16])=[O:15])=[CH:12][CH:11]=[C:7]([C:8]([OH:10])=O)[C:6]=1[C:17]([OH:19])=[O:18])(=[O:3])[CH3:2].C(Cl)(=O)C. The catalyst is C(OC(=O)C)(=O)C. The product is [C:1]([NH:4][C:5]1[C:13]([N+:14]([O-:16])=[O:15])=[CH:12][CH:11]=[C:7]2[C:8]([O:19][C:17](=[O:18])[C:6]=12)=[O:10])(=[O:3])[CH3:2]. The yield is 0.580. (2) The reactants are Cl[C:2]1[C:11]2[C:6](=[N:7][CH:8]=[CH:9][N:10]=2)[N:5]=[C:4]([CH3:12])[N:3]=1.Cl[C:14]1N=[C:18](C)[N:17]=[C:16](N)[C:15]=1N.O1[CH2:28][CH2:27][O:26][CH:25](O)C1O.[CH2:31](O)C. No catalyst specified. The product is [CH3:25][O:26][C:27]1[CH:14]=[CH:15][C:16]([N:17]([C:2]2[C:11]3[C:6](=[N:7][CH:8]=[CH:9][N:10]=3)[N:5]=[C:4]([CH3:12])[N:3]=2)[CH3:18])=[CH:31][CH:28]=1. The yield is 0.970. (3) The reactants are Br[C:2]1[N:6]2[N:7]=[C:8]([NH:11][CH:12]3[CH2:17][CH2:16][CH2:15][CH2:14][CH2:13]3)[CH:9]=[CH:10][C:5]2=[N:4][CH:3]=1.Cl.[NH2:19][CH2:20][C:21]1[CH:26]=[CH:25][C:24](B(O)O)=[CH:23][CH:22]=1.P([O-])([O-])([O-])=O.[K+].[K+].[K+].COCCOC. The catalyst is C1C=CC(P(C2C=CC=CC=2)[C-]2C=CC=C2)=CC=1.C1C=CC(P(C2C=CC=CC=2)[C-]2C=CC=C2)=CC=1.Cl[Pd]Cl.[Fe+2].O. The product is [NH2:19][CH2:20][C:21]1[CH:26]=[CH:25][C:24]([C:2]2[N:6]3[N:7]=[C:8]([NH:11][CH:12]4[CH2:17][CH2:16][CH2:15][CH2:14][CH2:13]4)[CH:9]=[CH:10][C:5]3=[N:4][CH:3]=2)=[CH:23][CH:22]=1. The yield is 0.440. (4) The reactants are [Cl:1][C:2]1[CH:3]=[C:4]2[C:8](=[CH:9][CH:10]=1)[N:7]([C:11]1[N:15]([CH3:16])[N:14]=[C:13]([CH3:17])[C:12]=1[CH2:18][OH:19])[CH:6]=[CH:5]2.Cl[S:21]([N:24]=[C:25]=[O:26])(=[O:23])=[O:22].N1C=CC=CC=1.[CH:33]([O:36][CH2:37][CH2:38][NH2:39])([CH3:35])[CH3:34]. The catalyst is C(#N)C.O. The product is [CH:33]([O:36][CH2:37][CH2:38][NH:39][S:21]([NH:24][C:25](=[O:26])[O:19][CH2:18][C:12]1[C:13]([CH3:17])=[N:14][N:15]([CH3:16])[C:11]=1[N:7]1[C:8]2[C:4](=[CH:3][C:2]([Cl:1])=[CH:10][CH:9]=2)[CH:5]=[CH:6]1)(=[O:23])=[O:22])([CH3:35])[CH3:34]. The yield is 0.230.